The task is: Predict the product of the given reaction.. This data is from Forward reaction prediction with 1.9M reactions from USPTO patents (1976-2016). (1) Given the reactants [C:1]([C:9]1[CH:14]=[CH:13][CH:12]=[CH:11][CH:10]=1)(=[O:8])[C:2]1[CH:7]=[CH:6][CH:5]=[CH:4][CH:3]=1.[NH4+].[Cl-].CC(O)=O, predict the reaction product. The product is: [C:9]1([CH:1]([C:2]2[CH:3]=[CH:4][CH:5]=[CH:6][CH:7]=2)[OH:8])[CH:10]=[CH:11][CH:12]=[CH:13][CH:14]=1. (2) Given the reactants [CH3:1][C:2]([CH3:39])([CH3:38])[C:3]([O:5][CH2:6][C:7]1[NH:16][C:15](=[O:17])[C:14]2[C:9](=[CH:10][C:11]3[CH2:20][CH2:19][CH:18]([N:21]([C:25]4[CH:37]=[CH:36][C:28]([C:29]([O:31]C(C)(C)C)=[O:30])=[CH:27][CH:26]=4)[CH2:22][C:23]#[CH:24])[C:12]=3[CH:13]=2)[N:8]=1)=[O:4], predict the reaction product. The product is: [CH3:1][C:2]([CH3:39])([CH3:38])[C:3]([O:5][CH2:6][C:7]1[NH:16][C:15](=[O:17])[C:14]2[C:9](=[CH:10][C:11]3[CH2:20][CH2:19][CH:18]([N:21]([C:25]4[CH:26]=[CH:27][C:28]([C:29]([OH:31])=[O:30])=[CH:36][CH:37]=4)[CH2:22][C:23]#[CH:24])[C:12]=3[CH:13]=2)[N:8]=1)=[O:4]. (3) Given the reactants [O:1]=[C:2]1[C:6]2([CH2:9][CH2:8][CH2:7]2)[N:5]([C:10]2[CH:15]=[CH:14][C:13]([O:16][CH:17]3[CH2:22][CH2:21][NH:20][CH2:19][CH2:18]3)=[CH:12][CH:11]=2)[C:4](=[S:23])[N:3]1[C:24]1[CH:25]=[C:26]([C:32]([F:35])([F:34])[F:33])[C:27]([C:30]#[N:31])=[N:28][CH:29]=1.Br[CH:37]([CH3:39])[CH3:38].C(=O)([O-])[O-].[Cs+].[Cs+].CN(C=O)C, predict the reaction product. The product is: [CH:37]([N:20]1[CH2:21][CH2:22][CH:17]([O:16][C:13]2[CH:14]=[CH:15][C:10]([N:5]3[C:4](=[S:23])[N:3]([C:24]4[CH:25]=[C:26]([C:32]([F:34])([F:33])[F:35])[C:27]([C:30]#[N:31])=[N:28][CH:29]=4)[C:2](=[O:1])[C:6]43[CH2:9][CH2:8][CH2:7]4)=[CH:11][CH:12]=2)[CH2:18][CH2:19]1)([CH3:39])[CH3:38].